Dataset: Full USPTO retrosynthesis dataset with 1.9M reactions from patents (1976-2016). Task: Predict the reactants needed to synthesize the given product. (1) Given the product [Br:1][C:2]1[N:6]([CH2:27][C:26]2[CH:29]=[CH:30][C:23]([O:22][CH3:21])=[CH:24][CH:25]=2)[N:5]=[C:4]([C:7]2[S:8][C:9]([Cl:12])=[CH:10][CH:11]=2)[C:3]=1[C:13]1[CH:18]=[CH:17][N:16]=[CH:15][CH:14]=1.[Br:1][C:2]1[C:3]([C:13]2[CH:18]=[CH:17][N:16]=[CH:15][CH:14]=2)=[C:4]([C:7]2[S:8][C:9]([Cl:12])=[CH:10][CH:11]=2)[N:5]([CH2:27][C:26]2[CH:29]=[CH:30][C:23]([O:22][CH3:21])=[CH:24][CH:25]=2)[N:6]=1, predict the reactants needed to synthesize it. The reactants are: [Br:1][C:2]1[NH:6][N:5]=[C:4]([C:7]2[S:8][C:9]([Cl:12])=[CH:10][CH:11]=2)[C:3]=1[C:13]1[CH:18]=[CH:17][N:16]=[CH:15][CH:14]=1.[H-].[Na+].[CH3:21][O:22][C:23]1[CH:30]=[CH:29][C:26]([CH2:27]Cl)=[CH:25][CH:24]=1.C(OCC)(=O)C. (2) The reactants are: I([O-])(=O)(=O)=O.[Na+].[O:7]([CH2:14][CH:15]([OH:18])CO)[C:8]1[CH:13]=[CH:12][CH:11]=[CH:10][CH:9]=1. Given the product [O:7]([CH2:14][CH:15]=[O:18])[C:8]1[CH:13]=[CH:12][CH:11]=[CH:10][CH:9]=1, predict the reactants needed to synthesize it. (3) Given the product [NH2:14][C:9]1[CH:8]=[C:7]2[C:12]([CH:13]=[C:4]([CH:2]([OH:1])[CH3:3])[CH:5]=[N:6]2)=[N:11][CH:10]=1, predict the reactants needed to synthesize it. The reactants are: [OH:1][CH:2]([C:4]1[CH:13]=[C:12]2[C:7]([CH:8]=[C:9]([NH:14]C(=O)OCC3C=CC=CC=3)[CH:10]=[N:11]2)=[N:6][CH:5]=1)[CH3:3]. (4) Given the product [Cl:8][C:5]1[N:6]=[CH:7][C:2]2[NH:1][C:13]3[CH2:12][C:11]([CH3:19])([CH3:10])[NH:16][C:15](=[O:17])[C:14]=3[S:9][C:3]=2[N:4]=1, predict the reactants needed to synthesize it. The reactants are: [NH2:1][C:2]1[C:3]([SH:9])=[N:4][C:5]([Cl:8])=[N:6][CH:7]=1.[CH3:10][C:11]1([CH3:19])[NH:16][C:15](=[O:17])[CH2:14][C:13](=O)[CH2:12]1. (5) Given the product [Br:11][C:12]1[CH:17]=[C:16]([O:10][CH2:3][C:4]2[CH:9]=[CH:8][CH:7]=[CH:6][CH:5]=2)[CH:15]=[C:14]([F:19])[CH:13]=1, predict the reactants needed to synthesize it. The reactants are: [H-].[Na+].[CH2:3]([OH:10])[C:4]1[CH:9]=[CH:8][CH:7]=[CH:6][CH:5]=1.[Br:11][C:12]1[CH:17]=[C:16](F)[CH:15]=[C:14]([F:19])[CH:13]=1.O. (6) The reactants are: Br[C:2]1[C:3]([F:20])=[CH:4][CH:5]=[C:6]2[C:11]=1[N:10]=[C:9]([NH:12][C:13]1([CH3:17])[CH2:16][CH2:15][CH2:14]1)[N:8]([CH3:18])[C:7]2=[O:19].[CH3:21][C@@H:22]1[C:26]2[NH:27][C:28](B3OC(C)(C)C(C)(C)O3)=[CH:29][C:25]=2[C:24](=[O:39])[NH:23]1.P([O-])([O-])([O-])=O.[K+].[K+].[K+].O. Given the product [F:20][C:3]1[C:2]([C:28]2[NH:27][C:26]3[C@@H:22]([CH3:21])[NH:23][C:24](=[O:39])[C:25]=3[CH:29]=2)=[C:11]2[C:6]([C:7](=[O:19])[N:8]([CH3:18])[C:9]([NH:12][C:13]3([CH3:17])[CH2:16][CH2:15][CH2:14]3)=[N:10]2)=[CH:5][CH:4]=1, predict the reactants needed to synthesize it. (7) Given the product [F:20][C:13]1[CH:14]=[C:15]2[C:10](=[C:11]([CH3:21])[CH:12]=1)[NH:9][CH:8]([C:4]1[CH:3]=[C:2]([NH:22][C:23]([CH3:28])([CH3:27])[C:24]([OH:26])=[O:25])[CH:7]=[CH:6][CH:5]=1)[CH2:17][C:16]2([CH3:19])[CH3:18], predict the reactants needed to synthesize it. The reactants are: Br[C:2]1[CH:3]=[C:4]([CH:8]2[CH2:17][C:16]([CH3:19])([CH3:18])[C:15]3[C:10](=[C:11]([CH3:21])[CH:12]=[C:13]([F:20])[CH:14]=3)[NH:9]2)[CH:5]=[CH:6][CH:7]=1.[NH2:22][C:23]([CH3:28])([CH3:27])[C:24]([OH:26])=[O:25].C(=O)([O-])[O-].[K+].[K+]. (8) Given the product [CH2:1]([O:5][C:6]([N:8]1[CH2:9][CH2:10][N:11]([C:14](=[O:41])[CH2:15][NH:16][C:17]([C:19]2[CH:28]=[C:27]([O:29][CH2:30][C:31]([OH:33])=[O:32])[C:26]3[C:21](=[CH:22][CH:23]=[CH:24][CH:25]=3)[N:20]=2)=[O:18])[CH2:12][CH2:13]1)=[O:7])[CH2:2][CH2:3][CH3:4], predict the reactants needed to synthesize it. The reactants are: [CH2:1]([O:5][C:6]([N:8]1[CH2:13][CH2:12][N:11]([C:14](=[O:41])[CH2:15][NH:16][C:17]([C:19]2[CH:28]=[C:27]([O:29][CH2:30][C:31]([O:33]CC3C=CC=CC=3)=[O:32])[C:26]3[C:21](=[CH:22][CH:23]=[CH:24][CH:25]=3)[N:20]=2)=[O:18])[CH2:10][CH2:9]1)=[O:7])[CH2:2][CH2:3][CH3:4].